This data is from Full USPTO retrosynthesis dataset with 1.9M reactions from patents (1976-2016). The task is: Predict the reactants needed to synthesize the given product. (1) The reactants are: [F:1][C:2]1[CH:23]=[CH:22][CH:21]=[C:20]([F:24])[C:3]=1[CH2:4][O:5][C:6]1[C:7]2[N:8]([C:13]([C:17]([OH:19])=O)=[C:14]([CH3:16])[N:15]=2)[CH:9]=[C:10]([CH3:12])[CH:11]=1.CN(C(ON1N=NC2C=CC=NC1=2)=[N+](C)C)C.F[P-](F)(F)(F)(F)F.C(N(CC)C(C)C)(C)C.[NH2:58][CH2:59][C@H:60]1[CH2:64][CH2:63][CH2:62][N:61]1[C:65]([O:67][C:68]([CH3:71])([CH3:70])[CH3:69])=[O:66].O.[C:73]([OH:79])([C:75]([F:78])([F:77])[F:76])=[O:74]. Given the product [F:76][C:75]([F:78])([F:77])[C:73]([OH:79])=[O:74].[F:1][C:2]1[CH:23]=[CH:22][CH:21]=[C:20]([F:24])[C:3]=1[CH2:4][O:5][C:6]1[C:7]2[N:8]([C:13]([C:17]([NH:58][CH2:59][C@H:60]3[CH2:64][CH2:63][CH2:62][N:61]3[C:65]([O:67][C:68]([CH3:71])([CH3:70])[CH3:69])=[O:66])=[O:19])=[C:14]([CH3:16])[N:15]=2)[CH:9]=[C:10]([CH3:12])[CH:11]=1, predict the reactants needed to synthesize it. (2) Given the product [O:10]=[C:2]1[NH:3][C:4]2=[N:5][CH:6]=[CH:7][CH:8]=[C:9]2[O:1]1.[CH3:21][CH2:20][CH:19]([C:2]([NH2:3])=[O:1])[CH2:18][CH2:17][CH2:16][CH2:15][CH3:14], predict the reactants needed to synthesize it. The reactants are: [O:1]1[C:9]2[C:4](=[N:5][CH:6]=[CH:7][CH:8]=2)[NH:3][C:2]1=[O:10].N([CH2:14][CH2:15][CH2:16][CH2:17][CH2:18][CH2:19][CH2:20][CH3:21])=C=O. (3) Given the product [NH2:1][C:2]1[N:7]=[C:6]([C:8]2[CH:13]=[CH:12][C:11]([O:14][CH3:15])=[C:10]([O:16][CH3:17])[CH:9]=2)[C:5]([C:18]2[CH:19]=[CH:20][C:21](=[O:24])[N:22]([CH:25]([CH3:27])[CH3:26])[N:23]=2)=[CH:4][N:3]=1, predict the reactants needed to synthesize it. The reactants are: [NH2:1][C:2]1[N:7]=[C:6]([C:8]2[CH:13]=[CH:12][C:11]([O:14][CH3:15])=[C:10]([O:16][CH3:17])[CH:9]=2)[C:5]([C:18]2[CH:19]=[CH:20][C:21](=[O:24])[NH:22][N:23]=2)=[CH:4][N:3]=1.[CH:25](I)([CH3:27])[CH3:26].